Dataset: Reaction yield outcomes from USPTO patents with 853,638 reactions. Task: Predict the reaction yield, written as a fraction of the theoretical maximum amount of product (1.0 means a 100% yield; for example, 0.34 means a 34% yield). (1) The reactants are [CH3:1][O:2][C:3]1[CH:8]=[CH:7][CH:6]=[C:5]([CH3:9])[C:4]=1[NH2:10].[Br:11]N1C(=O)CCC1=O. The catalyst is C(#N)C. The product is [Br:11][C:7]1[CH:6]=[C:5]([CH3:9])[C:4]([NH2:10])=[C:3]([O:2][CH3:1])[CH:8]=1. The yield is 0.260. (2) The catalyst is O. The product is [Br:20][C:21]1[CH:22]=[C:23]([CH3:38])[C:24]([CH:27]([S:28][CH2:13][CH2:12][CH2:11][O:10][Si:7]([C:3]([CH3:4])([CH3:5])[CH3:6])([CH3:8])[CH3:9])[C:29]2[C:34]([F:35])=[CH:33][CH:32]=[C:31]([F:36])[C:30]=2[F:37])=[CH:25][N:26]=1. The yield is 0.840. The reactants are [H-].[Na+].[C:3]([Si:7]([O:10][CH2:11][CH2:12][CH2:13]Br)([CH3:9])[CH3:8])([CH3:6])([CH3:5])[CH3:4].CN(C)C=O.[Br:20][C:21]1[N:26]=[CH:25][C:24]([CH:27]([C:29]2[C:34]([F:35])=[CH:33][CH:32]=[C:31]([F:36])[C:30]=2[F:37])[SH:28])=[C:23]([CH3:38])[CH:22]=1. (3) The reactants are [NH2:1][C:2]1[C:6]([C:7]#[N:8])=[CH:5][NH:4][N:3]=1.O/[C:10](/[C:16]([O-:18])=[O:17])=[C:11](/[OH:15])\[C:12]([O-:14])=O.[C:19](OCC)(=O)C. The catalyst is C(O)(=O)C. The product is [CH3:19][O:18][C:16]([C:10]1[N:1]=[C:2]2[C:6]([C:7]#[N:8])=[CH:5][NH:4][N:3]2[C:12](=[O:14])[C:11]=1[OH:15])=[O:17]. The yield is 0.620. (4) The reactants are [NH2:1][C:2]1[C:3]([O:16][CH3:17])=[CH:4][C:5]2[CH2:11][N:10]([CH2:12][CH3:13])[CH2:9][C:8](=[O:14])[NH:7][C:6]=2[CH:15]=1.Cl[C:19]1[N:24]=[C:23]([NH:25][C@@H:26]2[CH2:31][CH2:30][CH2:29][CH2:28][C@H:27]2[NH:32][S:33]([CH3:36])(=[O:35])=[O:34])[C:22]([Cl:37])=[CH:21][N:20]=1.[NH4+].[OH-]. The catalyst is C(Cl)Cl.CO. The product is [Cl:37][C:22]1[C:23]([NH:25][C@@H:26]2[CH2:31][CH2:30][CH2:29][CH2:28][C@H:27]2[NH:32][S:33]([CH3:36])(=[O:35])=[O:34])=[N:24][C:19]([NH:1][C:2]2[C:3]([O:16][CH3:17])=[CH:4][C:5]3[CH2:11][N:10]([CH2:12][CH3:13])[CH2:9][C:8](=[O:14])[NH:7][C:6]=3[CH:15]=2)=[N:20][CH:21]=1. The yield is 0.200. (5) The reactants are [Br:1][C:2]1[CH:7]=[CH:6][C:5]([OH:8])=[CH:4][C:3]=1[O:9][CH3:10].[C:11](=[O:14])([O-])[O-].[K+].[K+].[CH3:17]N(C)C=O. The catalyst is C(OCC)(=O)C. The product is [Br:1][C:2]1[CH:7]=[CH:6][C:5]([O:8][CH2:17][O:14][CH3:11])=[CH:4][C:3]=1[O:9][CH3:10]. The yield is 0.690. (6) The reactants are [NH2:1][C:2]1[S:3][CH:4]=[CH:5][C:6]=1[C:7]([O:9][CH3:10])=[O:8].[OH-].[K+].ClC(OC(Cl)(Cl)Cl)=[O:15]. The catalyst is O. The product is [NH:1]1[C:2]2[S:3][CH:4]=[CH:5][C:6]=2[C:7](=[O:8])[O:9][C:10]1=[O:15]. The yield is 0.880. (7) The reactants are [C:1]([C:5]1[CH:9]=[C:8]([NH:10][C:11]([NH:13][C@@H:14]2[C:23]3[C:18](=[CH:19][CH:20]=[CH:21][CH:22]=3)[C@H:17]([O:24][C:25]3[CH:26]=[CH:27][C:28]4[N:29]([C:31]([N:34]5[CH2:39][CH2:38][CH2:37][CH2:36][C@@H:35]5[CH3:40])=[N:32][N:33]=4)[CH:30]=3)[CH2:16][CH2:15]2)=[O:12])[N:7]([C:41]2[CH:42]=[C:43]([CH:52]=[CH:53][CH:54]=2)[O:44][C@@H:45]([CH3:51])[CH2:46][NH:47][C:48](N)=[O:49])[N:6]=1)([CH3:4])([CH3:3])[CH3:2].[CH3:55]S(O)(=O)=[O:57].CNC. The catalyst is C1COCC1. The product is [CH:48]([OH:49])=[O:57].[C:1]([C:5]1[CH:9]=[C:8]([NH:10][C:11]([NH:13][C@@H:14]2[C:23]3[C:18](=[CH:19][CH:20]=[CH:21][CH:22]=3)[C@H:17]([O:24][C:25]3[CH:26]=[CH:27][C:28]4[N:29]([C:31]([N:34]5[CH2:39][CH2:38][CH2:37][CH2:36][C@@H:35]5[CH3:40])=[N:32][N:33]=4)[CH:30]=3)[CH2:16][CH2:15]2)=[O:12])[N:7]([C:41]2[CH:54]=[CH:53][CH:52]=[C:43]([O:44][C@@H:45]([CH3:51])[CH2:46][N:47]([CH3:48])[CH3:55])[CH:42]=2)[N:6]=1)([CH3:2])([CH3:3])[CH3:4]. The yield is 0.0500. (8) The reactants are [Cl-].[Al+3].[Cl-].[Cl-].[N+:5]([C:8]1[C:13]([OH:14])=[CH:12][CH:11]=[CH:10][C:9]=1[OH:15])([O-:7])=[O:6].[C:16](OC(=O)C)(=[O:18])[CH3:17]. The catalyst is [N+](C1C=CC=CC=1)([O-])=O. The product is [OH:14][C:13]1[C:8]([N+:5]([O-:7])=[O:6])=[C:9]([OH:15])[CH:10]=[CH:11][C:12]=1[C:16](=[O:18])[CH3:17]. The yield is 0.950. (9) The reactants are [Cl:1][C:2]1[CH:10]=[CH:9][C:5]([C:6]([OH:8])=[O:7])=[CH:4][CH:3]=1.OS(O)(=O)=O.[CH3:16]O. No catalyst specified. The product is [Cl:1][C:2]1[CH:10]=[CH:9][C:5]([C:6]([O:8][CH3:16])=[O:7])=[CH:4][CH:3]=1. The yield is 0.900.